This data is from Catalyst prediction with 721,799 reactions and 888 catalyst types from USPTO. The task is: Predict which catalyst facilitates the given reaction. Reactant: Br[C:2]1[CH:3]=[C:4]([CH3:9])[C:5]([NH2:8])=[N:6][CH:7]=1.CC([O-])=O.[K+].[B:15]1([B:15]2[O:19][C:18]([CH3:21])([CH3:20])[C:17]([CH3:23])([CH3:22])[O:16]2)[O:19][C:18]([CH3:21])([CH3:20])[C:17]([CH3:23])([CH3:22])[O:16]1. Product: [CH3:9][C:4]1[C:5]([NH2:8])=[N:6][CH:7]=[C:2]([B:15]2[O:19][C:18]([CH3:21])([CH3:20])[C:17]([CH3:23])([CH3:22])[O:16]2)[CH:3]=1. The catalyst class is: 233.